Task: Predict the reactants needed to synthesize the given product.. Dataset: Retrosynthesis with 50K atom-mapped reactions and 10 reaction types from USPTO (1) Given the product CCNc1ccc(C(C)O)cc1N=C1SC(=C2Sc3ccccc3N2C)C(=O)N1Cc1ccccc1, predict the reactants needed to synthesize it. The reactants are: CCNc1ccc(C(C)=O)cc1N=C1SC(=C2Sc3ccccc3N2C)C(=O)N1Cc1ccccc1. (2) Given the product CCCc1cc(-c2ccc(O)cc2)c(-c2ccccc2)c(-c2cn[nH]c2)c1, predict the reactants needed to synthesize it. The reactants are: CCCc1cc(-c2ccc(O)cc2)c(-c2ccccc2)c(-c2cnn(Cc3ccccc3)c2)c1. (3) The reactants are: CC1(C)OB(c2cnc(N)nc2)OC1(C)C.Cc1c(CN2CCN(C(=O)OC(C)(C)C)CC2)sc2c(N3CCOCC3)nc(Cl)nc12. Given the product Cc1c(CN2CCN(C(=O)OC(C)(C)C)CC2)sc2c(N3CCOCC3)nc(-c3cnc(N)nc3)nc12, predict the reactants needed to synthesize it.